This data is from Full USPTO retrosynthesis dataset with 1.9M reactions from patents (1976-2016). The task is: Predict the reactants needed to synthesize the given product. (1) Given the product [C:23]([N:22]([C:27]1[CH:32]=[CH:31][CH:30]=[CH:29][CH:28]=1)[C@H:15]1[C:16]2[C:21](=[CH:20][CH:19]=[CH:18][CH:17]=2)[N:12]([C:10]([C:9]2[CH:34]=[CH:35][C:6]([NH:5][CH2:55][C:54]([OH:56])=[O:68])=[CH:7][CH:8]=2)=[O:11])[C@@H:13]([CH3:33])[CH2:14]1)(=[O:26])[CH3:24], predict the reactants needed to synthesize it. The reactants are: CS([NH:5][C:6]1[CH:35]=[CH:34][C:9]([C:10]([N:12]2[C:21]3[C:16](=[CH:17][CH:18]=[CH:19][CH:20]=3)[CH:15]([N:22]([C:27]3[CH:32]=[CH:31][CH:30]=[CH:29][CH:28]=3)[C:23](=[O:26])[CH2:24]C)[CH2:14][CH:13]2[CH3:33])=[O:11])=[CH:8][CH:7]=1)(=O)=O.NC1C=CC(C(N2C3C(=CC=CC=3)[C@H](N(C3C=CC=CC=3)[C:54](=[O:56])[CH3:55])C[C@@H]2C)=O)=CC=1.CS(OS(C)(=O)=O)(=O)=[O:68]. (2) Given the product [Br:1][C:2]1[CH:7]=[CH:6][CH:5]=[CH:4][C:3]=1[N:8]1[C:13](=[O:14])[N:12]([C:28]2[CH:33]=[CH:32][CH:31]=[CH:30][CH:29]=2)[CH2:11][C:10]([C:15]2[CH:20]=[CH:19][CH:18]=[CH:17][N:16]=2)=[N:9]1, predict the reactants needed to synthesize it. The reactants are: [Br:1][C:2]1[CH:7]=[CH:6][CH:5]=[CH:4][C:3]=1[N:8]1[C:13](=[O:14])[NH:12][CH2:11][C:10]([C:15]2[CH:20]=[CH:19][CH:18]=[CH:17][N:16]=2)=[N:9]1.C(N(CC)CC)C.[C:28]1(B(O)O)[CH:33]=[CH:32][CH:31]=[CH:30][CH:29]=1.[H-].[Na+].